Dataset: Reaction yield outcomes from USPTO patents with 853,638 reactions. Task: Predict the reaction yield, written as a fraction of the theoretical maximum amount of product (1.0 means a 100% yield; for example, 0.34 means a 34% yield). The reactants are Br[CH:2]1[CH2:7][CH2:6][CH2:5][CH2:4][CH2:3]1.[CH3:8][C:9]1[CH:14]=[CH:13][CH:12]=[CH:11][C:10]=1[Mg]Br.N1C=CN=CC=1. The catalyst is C1COCC1. The product is [CH3:8][C:9]1[CH:14]=[CH:13][CH:12]=[CH:11][C:10]=1[CH:2]1[CH2:7][CH2:6][CH2:5][CH2:4][CH2:3]1. The yield is 0.990.